This data is from NCI-60 drug combinations with 297,098 pairs across 59 cell lines. The task is: Regression. Given two drug SMILES strings and cell line genomic features, predict the synergy score measuring deviation from expected non-interaction effect. Drug 1: CC(CN1CC(=O)NC(=O)C1)N2CC(=O)NC(=O)C2. Drug 2: CC1=CC2C(CCC3(C2CCC3(C(=O)C)OC(=O)C)C)C4(C1=CC(=O)CC4)C. Cell line: RPMI-8226. Synergy scores: CSS=34.9, Synergy_ZIP=-0.319, Synergy_Bliss=1.19, Synergy_Loewe=-5.91, Synergy_HSA=1.51.